Task: Predict which catalyst facilitates the given reaction.. Dataset: Catalyst prediction with 721,799 reactions and 888 catalyst types from USPTO (1) Reactant: [Cl:1][C:2]1[C:9]([CH:10]=O)=[C:8]([F:12])[CH:7]=[CH:6][C:3]=1[C:4]#[N:5].Cl.O[NH3+:15].S(Cl)(Cl)=O.O. Product: [Cl:1][C:2]1[C:9]([C:10]#[N:15])=[C:8]([F:12])[CH:7]=[CH:6][C:3]=1[C:4]#[N:5]. The catalyst class is: 60. (2) Reactant: [CH3:1][C@@H:2]1[CH2:7][N:6]([CH3:8])[CH2:5][CH2:4][N:3]1[C:9]1[C:14]([F:15])=[C:13]([NH:16][NH2:17])[N:12]=[C:11]([CH3:18])[N:10]=1.C(N(C(C)C)CC)(C)C.[CH:28]1([CH2:33][C@H:34]([CH2:38][N:39]([CH:48]=[O:49])[O:40][CH2:41][C:42]2[CH:47]=[CH:46][CH:45]=[CH:44][CH:43]=2)[C:35](O)=[O:36])[CH2:32][CH2:31][CH2:30][CH2:29]1.C(O)(C)C.CN1CCOCC1.ON1C2N=CC=CC=2N=N1.C(Cl)CCl. Product: [CH:28]1([CH2:33][C@@H:34]([C:35]([NH:17][NH:16][C:13]2[C:14]([F:15])=[C:9]([N:3]3[CH2:4][CH2:5][N:6]([CH3:8])[CH2:7][C@H:2]3[CH3:1])[N:10]=[C:11]([CH3:18])[N:12]=2)=[O:36])[CH2:38][N:39]([O:40][CH2:41][C:42]2[CH:47]=[CH:46][CH:45]=[CH:44][CH:43]=2)[CH:48]=[O:49])[CH2:32][CH2:31][CH2:30][CH2:29]1. The catalyst class is: 869. (3) Reactant: [CH2:1]([N:5]1[C:9](=[O:10])[C:8](Cl)=[C:7]([C:12]2[CH:17]=[CH:16][CH:15]=[CH:14][CH:13]=2)[S:6]1(=[O:19])=[O:18])[CH2:2][CH2:3][CH3:4].[CH2:20]([N:27]1[CH2:32][CH2:31][N:30]([C:33]2[CH:38]=[CH:37][C:36]([NH2:39])=[CH:35][CH:34]=2)[CH2:29][CH2:28]1)[C:21]1[CH:26]=[CH:25][CH:24]=[CH:23][CH:22]=1. Product: [CH2:20]([N:27]1[CH2:28][CH2:29][N:30]([C:33]2[CH:34]=[CH:35][C:36]([NH:39][C:8]3[C:9](=[O:10])[N:5]([CH2:1][CH2:2][CH2:3][CH3:4])[S:6](=[O:19])(=[O:18])[C:7]=3[C:12]3[CH:17]=[CH:16][CH:15]=[CH:14][CH:13]=3)=[CH:37][CH:38]=2)[CH2:31][CH2:32]1)[C:21]1[CH:22]=[CH:23][CH:24]=[CH:25][CH:26]=1. The catalyst class is: 23. (4) Reactant: [CH3:1][N:2]([C@@H:12]1[C@H:17]([CH3:18])[CH2:16][CH2:15][NH:14][CH2:13]1)[C:3]1[C:4]2[CH:11]=[CH:10][NH:9][C:5]=2[N:6]=[CH:7][N:8]=1.O=C1CCC(=O)N1[O:26][C:27](=O)[CH2:28][C:29]#[N:30]. Product: [CH3:18][C@@H:17]1[CH2:16][CH2:15][N:14]([C:27](=[O:26])[CH2:28][C:29]#[N:30])[CH2:13][C@@H:12]1[N:2]([CH3:1])[C:3]1[C:4]2[CH:11]=[CH:10][NH:9][C:5]=2[N:6]=[CH:7][N:8]=1. The catalyst class is: 8.